Dataset: Forward reaction prediction with 1.9M reactions from USPTO patents (1976-2016). Task: Predict the product of the given reaction. (1) Given the reactants [CH2:1]([OH:8])[C:2]1[CH:7]=[CH:6][CH:5]=[CH:4][CH:3]=1.[C:9]([O:13]C)(=[O:12])[CH:10]=[CH2:11], predict the reaction product. The product is: [CH2:1]([O:8][CH2:11][CH2:10][C:9]([OH:13])=[O:12])[C:2]1[CH:7]=[CH:6][CH:5]=[CH:4][CH:3]=1. (2) Given the reactants [F:1][C:2]1[CH:10]=[CH:9][CH:8]=[C:7]2[C:3]=1[C:4]([I:11])=[N:5][NH:6]2.[CH2:12]1[CH2:17][O:16][CH:15]=[CH:14][CH2:13]1.CC1C=CC(S(O)(=O)=O)=CC=1.O, predict the reaction product. The product is: [F:1][C:2]1[CH:10]=[CH:9][CH:8]=[C:7]2[C:3]=1[C:4]([I:11])=[N:5][N:6]2[CH:15]1[CH2:14][CH2:13][CH2:12][CH2:17][O:16]1.